From a dataset of Forward reaction prediction with 1.9M reactions from USPTO patents (1976-2016). Predict the product of the given reaction. (1) Given the reactants C1([O:7][C:8](=O)[NH:9][CH2:10][CH:11]2[CH2:16][CH2:15][C:14]([N:23]([CH3:25])[CH3:24])([C:17]3[CH:22]=[CH:21][CH:20]=[CH:19][CH:18]=3)[CH2:13][CH2:12]2)C=CC=CC=1.[Cl:27][C:28]1[CH:29]=[C:30]2[C:34](=[CH:35][CH:36]=1)[NH:33][CH:32]=[C:31]2[C:37]1[CH2:38][CH2:39][NH:40][CH2:41][CH:42]=1, predict the reaction product. The product is: [CH3:24][N:23]([CH3:25])[C:14]1([C:17]2[CH:18]=[CH:19][CH:20]=[CH:21][CH:22]=2)[CH2:15][CH2:16][CH:11]([CH2:10][NH:9][C:8]([N:40]2[CH2:39][CH:38]=[C:37]([C:31]3[C:30]4[C:34](=[CH:35][CH:36]=[C:28]([Cl:27])[CH:29]=4)[NH:33][CH:32]=3)[CH2:42][CH2:41]2)=[O:7])[CH2:12][CH2:13]1. (2) Given the reactants Br[C:2]1[CH:20]=[CH:19][C:5]([C:6]([NH:8][C:9]2[CH:18]=[C:17]3[C:12]([CH:13]=[CH:14][CH:15]=[N:16]3)=[CH:11][CH:10]=2)=[O:7])=[CH:4][CH:3]=1.[CH3:21][C:22]1[CH:27]=[CH:26][CH:25]=[CH:24][C:23]=1B(O)O, predict the reaction product. The product is: [CH3:21][C:22]1[CH:27]=[CH:26][CH:25]=[CH:24][C:23]=1[C:2]1[CH:20]=[CH:19][C:5]([C:6]([NH:8][C:9]2[CH:18]=[C:17]3[C:12]([CH:13]=[CH:14][CH:15]=[N:16]3)=[CH:11][CH:10]=2)=[O:7])=[CH:4][CH:3]=1. (3) The product is: [C:39]1([CH2:38][CH2:37][CH2:36][P:33]([CH2:32][CH:31]([CH2:45][CH2:46][C:47]([OH:49])=[O:48])[C:29]([OH:30])=[O:28])([OH:35])=[O:34])[CH:44]=[CH:43][CH:42]=[CH:41][CH:40]=1. Given the reactants CC1C=CC(CP(=O)OCC2C=CC=CC=2)=CC=1.[H-].[Na+].C([O:28][C:29]([CH:31]([CH2:45][CH2:46][C:47]([O:49]CC1C=CC=CC=1)=[O:48])[CH2:32][P:33]([CH2:36][CH2:37][CH2:38][C:39]1[CH:44]=[CH:43][CH:42]=[CH:41][CH:40]=1)(=[O:35])[OH:34])=[O:30])C1C=CC=CC=1.Cl, predict the reaction product. (4) Given the reactants S1C2C=CC=CC=2N=C1S.[Cl:11][C:12]1[CH:28]=[CH:27][C:15]([CH2:16][CH2:17][O:18][C:19]2[C:24]([O:25]C)=[N:23][CH:22]=[CH:21][N:20]=2)=[CH:14][CH:13]=1, predict the reaction product. The product is: [Cl:11][C:12]1[CH:13]=[CH:14][C:15]([CH2:16][CH2:17][O:18][C:19]2[C:24](=[O:25])[NH:23][CH:22]=[CH:21][N:20]=2)=[CH:27][CH:28]=1. (5) Given the reactants [F:1][C:2]1[CH:7]=[CH:6][C:5]([F:8])=[CH:4][C:3]=1[C@H:9]1[CH2:13][CH2:12][CH2:11][N:10]1[C:14]1[CH:19]=[CH:18][N:17]2[N:20]=[CH:21][C:22]([C:23]3[N:24]=[N:25][N:26]([CH2:28][C:29]([N:31]4[CH2:36][CH2:35][N:34](C(OC(C)(C)C)=O)[CH2:33][CH2:32]4)=[O:30])[CH:27]=3)=[C:16]2[N:15]=1.C(O)(C(F)(F)F)=O, predict the reaction product. The product is: [F:1][C:2]1[CH:7]=[CH:6][C:5]([F:8])=[CH:4][C:3]=1[C@H:9]1[CH2:13][CH2:12][CH2:11][N:10]1[C:14]1[CH:19]=[CH:18][N:17]2[N:20]=[CH:21][C:22]([C:23]3[N:24]=[N:25][N:26]([CH2:28][C:29]([N:31]4[CH2:36][CH2:35][NH:34][CH2:33][CH2:32]4)=[O:30])[CH:27]=3)=[C:16]2[N:15]=1. (6) Given the reactants Cl.[Cl:2][C:3]1[CH:9]=[CH:8][C:7]([Cl:10])=[CH:6][C:4]=1[NH2:5].[N:11]([O-])=[O:12].[Na+].[O:15]=[C:16]1[O:22][C@H]([C@H](CO)O)C(O)=[C:17]1[OH:18], predict the reaction product. The product is: [C:17]([OH:12])(=[O:18])[C:16]([OH:22])=[O:15].[Cl:2][C:3]1[CH:9]=[CH:8][C:7]([Cl:10])=[CH:6][C:4]=1[NH:5][NH2:11]. (7) Given the reactants [CH3:1][O:2][C:3]1[C:11]2[N:10]=[C:9]([C:12]3[S:13][CH:14]=[CH:15][CH:16]=3)[NH:8][C:7]=2[C:6]([C:17]([OH:19])=O)=[CH:5][CH:4]=1.[NH2:20][CH:21]1[CH2:25][CH2:24][N:23]([C:26]([O:28][C:29]([CH3:32])([CH3:31])[CH3:30])=[O:27])[CH2:22]1, predict the reaction product. The product is: [CH3:1][O:2][C:3]1[C:11]2[NH:10][C:9]([C:12]3[S:13][CH:14]=[CH:15][CH:16]=3)=[N:8][C:7]=2[C:6]([C:17]([NH:20][CH:21]2[CH2:25][CH2:24][N:23]([C:26]([O:28][C:29]([CH3:32])([CH3:31])[CH3:30])=[O:27])[CH2:22]2)=[O:19])=[CH:5][CH:4]=1. (8) The product is: [F:1][C:2]1[CH:21]=[CH:20][C:5]2[C:6]([C:9]3[CH:14]=[CH:13][C:12]([O:15][CH2:16][C@H:17]([OH:18])[CH2:19][N:31]4[CH2:32][CH2:33][CH:28]([C:22]5[CH:27]=[CH:26][CH:25]=[CH:24][CH:23]=5)[CH2:29][CH2:30]4)=[CH:11][CH:10]=3)=[N:7][O:8][C:4]=2[CH:3]=1. Given the reactants [F:1][C:2]1[CH:21]=[CH:20][C:5]2[C:6]([C:9]3[CH:14]=[CH:13][C:12]([O:15][CH2:16][C@H:17]4[CH2:19][O:18]4)=[CH:11][CH:10]=3)=[N:7][O:8][C:4]=2[CH:3]=1.[C:22]1([CH:28]2[CH2:33][CH2:32][NH:31][CH2:30][CH2:29]2)[CH:27]=[CH:26][CH:25]=[CH:24][CH:23]=1, predict the reaction product. (9) Given the reactants [CH3:1][O:2][C:3]1[CH:4]=[C:5]([CH:7]=[CH:8][C:9]=1[N:10]1[CH:14]=[C:13]([CH3:15])[N:12]=[CH:11]1)[NH2:6].Br[C:17]1[N:21]=[C:20]([N:22]2[CH2:25][CH:24]([C:26]3[CH:31]=[CH:30][CH:29]=[CH:28][CH:27]=3)[CH2:23]2)[N:19]([CH3:32])[N:18]=1.CC1(C)C2C=CC=C(P(C3C=CC=CC=3)C3C=CC=CC=3)C=2OC2C1=CC=CC=2P(C1C=CC=CC=1)C1C=CC=CC=1.C(=O)([O-])[O-].[Cs+].[Cs+], predict the reaction product. The product is: [CH3:1][O:2][C:3]1[CH:4]=[C:5]([NH:6][C:17]2[N:21]=[C:20]([N:22]3[CH2:25][CH:24]([C:26]4[CH:27]=[CH:28][CH:29]=[CH:30][CH:31]=4)[CH2:23]3)[N:19]([CH3:32])[N:18]=2)[CH:7]=[CH:8][C:9]=1[N:10]1[CH:14]=[C:13]([CH3:15])[N:12]=[CH:11]1.